This data is from Full USPTO retrosynthesis dataset with 1.9M reactions from patents (1976-2016). The task is: Predict the reactants needed to synthesize the given product. Given the product [CH:25]([C:21]1[CH:20]=[C:19]([NH:18][C:16](=[O:17])[C:15]2[CH:28]=[CH:29][CH:30]=[C:13]([N:10]3[CH2:11][C:6]4[CH:5]=[N:4][C:3]([S:2][CH3:1])=[N:8][C:7]=4[CH2:9]3)[CH:14]=2)[CH:24]=[CH:23][CH:22]=1)([CH3:27])[CH3:26], predict the reactants needed to synthesize it. The reactants are: [CH3:1][S:2][C:3]1[N:4]=[CH:5][C:6]2[CH2:11][NH:10][CH2:9][C:7]=2[N:8]=1.Br[C:13]1[CH:14]=[C:15]([CH:28]=[CH:29][CH:30]=1)[C:16]([NH:18][C:19]1[CH:24]=[CH:23][CH:22]=[C:21]([CH:25]([CH3:27])[CH3:26])[CH:20]=1)=[O:17].